Dataset: Full USPTO retrosynthesis dataset with 1.9M reactions from patents (1976-2016). Task: Predict the reactants needed to synthesize the given product. Given the product [CH2:3]=[C:4]1[CH:10]=[CH:9][C:8]2[CH:11]=[C:12]([C:15]([OH:17])=[O:16])[CH:13]=[CH:14][C:7]=2[O:6][CH2:5]1, predict the reactants needed to synthesize it. The reactants are: [OH-].[K+].[CH2:3]=[C:4]1[CH:10]=[CH:9][C:8]2[CH:11]=[C:12]([C:15]([O:17]C)=[O:16])[CH:13]=[CH:14][C:7]=2[O:6][CH2:5]1.Cl.